This data is from Catalyst prediction with 721,799 reactions and 888 catalyst types from USPTO. The task is: Predict which catalyst facilitates the given reaction. (1) Reactant: [CH2:1]([O:8][C:9]1[CH:14]=[C:13]([CH2:15][S:16][CH3:17])[CH:12]=[CH:11][C:10]=1[N+:18]([O-])=O)[C:2]1[CH:7]=[CH:6][CH:5]=[CH:4][CH:3]=1.Cl[Sn]Cl. Product: [CH2:1]([O:8][C:9]1[CH:14]=[C:13]([CH2:15][S:16][CH3:17])[CH:12]=[CH:11][C:10]=1[NH2:18])[C:2]1[CH:3]=[CH:4][CH:5]=[CH:6][CH:7]=1. The catalyst class is: 14. (2) Reactant: C[Si](C)(C)[O:3][C:4](OC)([C:9]1[CH:14]=[CH:13][C:12]([N+:15]([O-:17])=[O:16])=[CH:11][CH:10]=1)[C:5]([F:8])([F:7])[F:6].Cl.O.[Cl-].[Na+]. Product: [F:6][C:5]([F:7])([F:8])[C:4]([C:9]1[CH:10]=[CH:11][C:12]([N+:15]([O-:17])=[O:16])=[CH:13][CH:14]=1)=[O:3]. The catalyst class is: 12. (3) Product: [CH3:1][O:2][C:3]([CH:5]1[CH2:10][CH2:9][C:8]([OH:12])([CH3:11])[CH2:7][N:6]1[S:43]([C:40]1[CH:39]=[CH:38][C:37]([O:36][CH2:29][C:30]2[CH:31]=[CH:32][CH:33]=[CH:34][CH:35]=2)=[CH:42][CH:41]=1)(=[O:45])=[O:44])=[O:4]. Reactant: [CH3:1][O:2][C:3]([CH:5]1[CH2:10][CH2:9][C:8]([OH:12])([CH3:11])[CH2:7][N:6]1C(OC(C)(C)C)=O)=[O:4].CO.C(N(CC)CC)C.[CH2:29]([O:36][C:37]1[CH:42]=[CH:41][C:40]([S:43](Cl)(=[O:45])=[O:44])=[CH:39][CH:38]=1)[C:30]1[CH:35]=[CH:34][CH:33]=[CH:32][CH:31]=1. The catalyst class is: 601. (4) Reactant: [CH3:1][C:2]1[CH:7]=[CH:6][C:5]([S:8](Cl)(=[O:10])=[O:9])=[CH:4][CH:3]=1.[OH:12][CH2:13][C@@H:14]([N:16]1[C:24](=[O:25])[C:23]2[C:18](=[CH:19][CH:20]=[CH:21][CH:22]=2)[C:17]1=[O:26])[CH3:15]. Product: [CH3:1][C:2]1[CH:7]=[CH:6][C:5]([S:8]([O:12][CH2:13][C@@H:14]([N:16]2[C:24](=[O:25])[C:23]3[C:18](=[CH:19][CH:20]=[CH:21][CH:22]=3)[C:17]2=[O:26])[CH3:15])(=[O:10])=[O:9])=[CH:4][CH:3]=1. The catalyst class is: 17. (5) Reactant: C(=O)([O-])[O-].[K+].[K+].Br[CH2:8][CH:9]1[CH2:11][CH2:10]1.[CH3:12][C:13]1[CH:18]=[CH:17][C:16]([OH:19])=[CH:15][C:14]=1[N+:20]([O-:22])=[O:21]. Product: [CH:11]1([CH2:10][O:19][C:16]2[CH:17]=[CH:18][C:13]([CH3:12])=[C:14]([N+:20]([O-:22])=[O:21])[CH:15]=2)[CH2:9][CH2:8]1. The catalyst class is: 3. (6) Reactant: [Br:1][C:2]1[CH:7]=[CH:6][C:5]([C:8]2[N:13]=[C:12]([C:14](OC)([O:16]C)[CH3:15])[CH:11]=[CH:10][N:9]=2)=[CH:4][CH:3]=1.[F:20][C:21]([F:26])([F:25])[C:22]([OH:24])=[O:23]. Product: [F:20][C:21]([F:26])([F:25])[C:22]([OH:24])=[O:23].[Br:1][C:2]1[CH:3]=[CH:4][C:5]([C:8]2[N:13]=[C:12]([C:14](=[O:16])[CH3:15])[CH:11]=[CH:10][N:9]=2)=[CH:6][CH:7]=1. The catalyst class is: 146. (7) Reactant: C(OC(=O)[NH:7][CH:8]1[CH2:13][CH2:12][C:11](=O)[CH2:10][CH2:9]1)(C)(C)C.Cl.[C:17]([C:19]1[CH:24]=[CH:23][C:22]([NH:25]N)=[CH:21][CH:20]=1)#[N:18]. Product: [NH2:7][CH:8]1[CH2:13][CH2:12][C:11]2[NH:25][C:22]3[CH:23]=[CH:24][C:19]([C:17]#[N:18])=[CH:20][C:21]=3[C:10]=2[CH2:9]1. The catalyst class is: 126. (8) Reactant: [NH2:1][CH2:2][CH2:3][CH:4]([C:6]1[S:7][CH:8]=[C:9]([Br:11])[CH:10]=1)[OH:5].[F:12][C:13]([F:20])([F:19])[C:14](OCC)=[O:15]. Product: [Br:11][C:9]1[CH:10]=[C:6]([CH:4]([OH:5])[CH2:3][CH2:2][NH:1][C:14](=[O:15])[C:13]([F:20])([F:19])[F:12])[S:7][CH:8]=1. The catalyst class is: 2.